From a dataset of Reaction yield outcomes from USPTO patents with 853,638 reactions. Predict the reaction yield, written as a fraction of the theoretical maximum amount of product (1.0 means a 100% yield; for example, 0.34 means a 34% yield). (1) The reactants are [CH2:1]([C:3]1[O:4][C:5]([C:9]([OH:11])=O)=[C:6]([CH3:8])[N:7]=1)[CH3:2].O1CCCC1.C(Cl)(=O)C(Cl)=O.[NH2:23][C:24]1[CH:25]=[C:26]([CH:43]=[CH:44][C:45]=1[F:46])[O:27][C:28]1[CH:29]=[CH:30][C:31]2[N:32]([CH:34]=[C:35]([NH:37][C:38]([CH:40]3[CH2:42][CH2:41]3)=[O:39])[N:36]=2)[N:33]=1. The catalyst is CN(C)C=O.CN(C)C(=O)C. The product is [CH:40]1([C:38]([NH:37][C:35]2[N:36]=[C:31]3[CH:30]=[CH:29][C:28]([O:27][C:26]4[CH:43]=[CH:44][C:45]([F:46])=[C:24]([NH:23][C:9]([C:5]5[O:4][C:3]([CH2:1][CH3:2])=[N:7][C:6]=5[CH3:8])=[O:11])[CH:25]=4)=[N:33][N:32]3[CH:34]=2)=[O:39])[CH2:41][CH2:42]1. The yield is 0.700. (2) The product is [C:1]([N:5]([C:30](=[O:31])[C:29]1[CH:33]=[CH:34][C:26]([CH:25]([Br:24])[Br:44])=[C:27]([B:35]2[O:39][C:38]([CH3:40])([CH3:41])[C:37]([CH3:43])([CH3:42])[O:36]2)[CH:28]=1)[NH:6][C:7](=[O:17])[C:8]1[CH:13]=[CH:12][CH:11]=[C:10]([O:14][CH3:15])[C:9]=1[CH3:16])([CH3:4])([CH3:3])[CH3:2]. The yield is 1.00. The catalyst is C(Cl)Cl.O. The reactants are [C:1]([NH:5][NH:6][C:7](=[O:17])[C:8]1[CH:13]=[CH:12][CH:11]=[C:10]([O:14][CH3:15])[C:9]=1[CH3:16])([CH3:4])([CH3:3])[CH3:2].C([O-])([O-])=O.[K+].[K+].[Br:24][CH:25]([Br:44])[C:26]1[CH:34]=[CH:33][C:29]([C:30](Cl)=[O:31])=[CH:28][C:27]=1[B:35]1[O:39][C:38]([CH3:41])([CH3:40])[C:37]([CH3:43])([CH3:42])[O:36]1. (3) The reactants are Br[C:2]1[CH:3]=[C:4]([Cl:31])[CH:5]=[C:6]2[C:11]=1[N:10]=[CH:9][N:8]([CH2:12][CH2:13][CH2:14][N:15]1[CH2:20][CH:19]=[C:18]([C:21]3[C:29]4[C:24](=[CH:25][CH:26]=[CH:27][CH:28]=4)[NH:23][CH:22]=3)[CH2:17][CH2:16]1)[C:7]2=[O:30].[N].[H][H]. The catalyst is C(O)C.[Pd]. The product is [Cl:31][C:4]1[CH:5]=[C:6]2[C:11](=[CH:2][CH:3]=1)[N:10]=[CH:9][N:8]([CH2:12][CH2:13][CH2:14][N:15]1[CH2:16][CH:17]=[C:18]([C:21]3[C:29]4[C:24](=[CH:25][CH:26]=[CH:27][CH:28]=4)[NH:23][CH:22]=3)[CH2:19][CH2:20]1)[C:7]2=[O:30]. The yield is 0.370.